Dataset: Full USPTO retrosynthesis dataset with 1.9M reactions from patents (1976-2016). Task: Predict the reactants needed to synthesize the given product. Given the product [NH2:30][C@H:26]1[CH2:27][CH2:28][CH2:29][N:24]([C:22](=[O:23])[C@@H:21]([N:18]2[CH2:19][CH2:20][C@H:16]([NH:15][S:12]([C:7]3[CH:6]=[CH:5][C:4]4[C:9](=[CH:10][CH:11]=[C:2]([Cl:1])[CH:3]=4)[CH:8]=3)(=[O:14])=[O:13])[C:17]2=[O:42])[CH3:41])[CH2:25]1, predict the reactants needed to synthesize it. The reactants are: [Cl:1][C:2]1[CH:3]=[C:4]2[C:9](=[CH:10][CH:11]=1)[CH:8]=[C:7]([S:12]([NH:15][C@H:16]1[CH2:20][CH2:19][N:18]([C@@H:21]([CH3:41])[C:22]([N:24]3[CH2:29][CH2:28][CH2:27][C@H:26]([NH:30]C(=O)OCC4C=CC=CC=4)[CH2:25]3)=[O:23])[C:17]1=[O:42])(=[O:14])=[O:13])[CH:6]=[CH:5]2.FC(F)(F)C(O)=O.